Task: Predict the reactants needed to synthesize the given product.. Dataset: Full USPTO retrosynthesis dataset with 1.9M reactions from patents (1976-2016) The reactants are: [C:1]([O:5][C:6]([N:8]1[C:12](=[O:13])[CH:11]=[C:10]([OH:14])[CH:9]1[CH2:15][C:16]1[C:24]2[C:19](=[CH:20][CH:21]=[CH:22][CH:23]=2)[NH:18][CH:17]=1)=[O:7])([CH3:4])([CH3:3])[CH3:2].[BH4-].[Na+]. Given the product [C:1]([O:5][C:6]([N:8]1[C:12](=[O:13])[CH2:11][CH:10]([OH:14])[CH:9]1[CH2:15][C:16]1[C:24]2[C:19](=[CH:20][CH:21]=[CH:22][CH:23]=2)[NH:18][CH:17]=1)=[O:7])([CH3:4])([CH3:2])[CH3:3], predict the reactants needed to synthesize it.